This data is from Full USPTO retrosynthesis dataset with 1.9M reactions from patents (1976-2016). The task is: Predict the reactants needed to synthesize the given product. Given the product [OH:1][CH2:2][CH2:3][CH2:4][CH2:5][CH2:6][O:7][C:8]1[CH:13]=[CH:12][N:11]=[C:10]([CH2:14][OH:15])[C:9]=1[CH3:19], predict the reactants needed to synthesize it. The reactants are: [OH:1][CH2:2][CH2:3][CH2:4][CH2:5][CH2:6][O:7][C:8]1[CH:13]=[CH:12][N:11]=[C:10]([CH2:14][O:15]C(=O)C)[C:9]=1[CH3:19].[OH-].[Na+].